Predict the product of the given reaction. From a dataset of Forward reaction prediction with 1.9M reactions from USPTO patents (1976-2016). (1) Given the reactants [C:1]([O:5][C:6]([NH:8][C:9]1([C:24](O)=[O:25])[CH2:14][CH2:13][N:12]([C:15]2[C:16]3[CH:23]=[CH:22][NH:21][C:17]=3[N:18]=[CH:19][N:20]=2)[CH2:11][CH2:10]1)=[O:7])([CH3:4])([CH3:3])[CH3:2].C(N(CC)C(C)C)(C)C.[NH2:36][CH:37]([C:44]1[CH:49]=[CH:48][C:47]([Cl:50])=[CH:46][CH:45]=1)[CH2:38][CH2:39][NH:40][C:41]([NH2:43])=[O:42], predict the reaction product. The product is: [Cl:50][C:47]1[CH:48]=[CH:49][C:44]([CH:37]([NH:36][C:24]([C:9]2([NH:8][C:6](=[O:7])[O:5][C:1]([CH3:3])([CH3:4])[CH3:2])[CH2:14][CH2:13][N:12]([C:15]3[C:16]4[CH:23]=[CH:22][NH:21][C:17]=4[N:18]=[CH:19][N:20]=3)[CH2:11][CH2:10]2)=[O:25])[CH2:38][CH2:39][NH:40][C:41]([NH2:43])=[O:42])=[CH:45][CH:46]=1. (2) Given the reactants [F:1][C:2]1[CH:3]=[C:4]([CH:29]=[C:30]([N:32]2[CH2:37][CH2:36][O:35][CH2:34][CH2:33]2)[CH:31]=1)[C:5]([NH:7][C:8]1[C:17]2[C:12](=[CH:13][CH:14]=[CH:15][CH:16]=2)[C:11]([O:18][C:19]2[CH:24]=[CH:23][N:22]=[C:21](S(C)(=O)=O)[N:20]=2)=[CH:10][CH:9]=1)=[O:6].[CH3:38][CH:39]1[CH2:44][CH2:43][CH:42]([NH2:45])[CH2:41][CH2:40]1, predict the reaction product. The product is: [F:1][C:2]1[CH:3]=[C:4]([CH:29]=[C:30]([N:32]2[CH2:37][CH2:36][O:35][CH2:34][CH2:33]2)[CH:31]=1)[C:5]([NH:7][C:8]1[C:17]2[C:12](=[CH:13][CH:14]=[CH:15][CH:16]=2)[C:11]([O:18][C:19]2[CH:24]=[CH:23][N:22]=[C:21]([NH:45][CH:42]3[CH2:43][CH2:44][CH:39]([CH3:38])[CH2:40][CH2:41]3)[N:20]=2)=[CH:10][CH:9]=1)=[O:6]. (3) Given the reactants C(O[C:6]([N:8]1[CH2:13][CH2:12][CH:11]([O:14][C:15]2[CH:20]=[CH:19][C:18]([C:21]#[N:22])=[CH:17][CH:16]=2)[CH2:10][CH2:9]1)=O)(C)(C)C.FC(F)(F)C(O)=O.[C:30]1(=O)[CH2:33]C[CH2:31]1.C(O)(=O)C.C(O[BH-](OC(=O)C)OC(=O)C)(=O)C.[Na+], predict the reaction product. The product is: [CH:6]1([N:8]2[CH2:9][CH2:10][CH:11]([O:14][C:15]3[CH:16]=[CH:17][C:18]([C:21]#[N:22])=[CH:19][CH:20]=3)[CH2:12][CH2:13]2)[CH2:33][CH2:30][CH2:31]1. (4) Given the reactants [CH3:1][C:2]1[N:3]([CH2:31][C:32]2[CH:41]=[CH:40][CH:39]=[CH:38][C:33]=2[C:34]([O:36]C)=[O:35])[C:4](=[O:30])[C:5]([CH2:11][C:12]2[CH:17]=[CH:16][C:15]([C:18]3[CH:23]=[CH:22][CH:21]=[CH:20][C:19]=3[C:24]3[NH:28][C:27](=[O:29])[O:26][N:25]=3)=[CH:14][CH:13]=2)=[C:6]([CH2:8][CH2:9][CH3:10])[N:7]=1.[OH-].[Na+].CO.Cl, predict the reaction product. The product is: [CH3:1][C:2]1[N:3]([CH2:31][C:32]2[CH:41]=[CH:40][CH:39]=[CH:38][C:33]=2[C:34]([OH:36])=[O:35])[C:4](=[O:30])[C:5]([CH2:11][C:12]2[CH:13]=[CH:14][C:15]([C:18]3[CH:23]=[CH:22][CH:21]=[CH:20][C:19]=3[C:24]3[NH:28][C:27](=[O:29])[O:26][N:25]=3)=[CH:16][CH:17]=2)=[C:6]([CH2:8][CH2:9][CH3:10])[N:7]=1. (5) Given the reactants [CH:1]1([N:4]([CH3:21])[CH:5]2[CH2:14][CH2:13][C:12]([CH3:16])([CH3:15])[C:11]3[C:10](OC)=[C:9]([C:19]#[CH:20])[CH:8]=[CH:7][C:6]2=3)[CH2:3][CH2:2]1.[CH3:22][O:23][C:24](=[O:35])[C:25]([C:28]1[CH:33]=[CH:32][C:31](I)=[CH:30][CH:29]=1)([CH3:27])[CH3:26].C(N(CC)CC)C.[C:43](OCC)(=[O:45])C, predict the reaction product. The product is: [CH3:22][O:23][C:24](=[O:35])[C:25]([C:28]1[CH:33]=[CH:32][C:31]([C:20]#[C:19][C:9]2[CH:8]=[C:7]([O:45][CH3:43])[C:6]3[CH:5]([N:4]([CH:1]4[CH2:2][CH2:3]4)[CH3:21])[CH2:14][CH2:13][C:12]([CH3:16])([CH3:15])[C:11]=3[CH:10]=2)=[CH:30][CH:29]=1)([CH3:27])[CH3:26]. (6) Given the reactants Br[C:2]1[CH:11]=[C:10]2[C:5]([C:6](=[O:19])[C:7]3[C:17](=[O:18])[NH:16][S:15][C:8]=3[N:9]2[CH:12]2[CH2:14][CH2:13]2)=[CH:4][C:3]=1[F:20].[C:21]([N:24]1[CH2:29][CH:28]=[C:27]([Sn](CCCC)(CCCC)CCCC)[CH2:26][CH2:25]1)(=[O:23])[CH3:22], predict the reaction product. The product is: [C:21]([N:24]1[CH2:25][CH:26]=[C:27]([C:2]2[CH:11]=[C:10]3[C:5]([C:6](=[O:19])[C:7]4[C:17](=[O:18])[NH:16][S:15][C:8]=4[N:9]3[CH:12]3[CH2:14][CH2:13]3)=[CH:4][C:3]=2[F:20])[CH2:28][CH2:29]1)(=[O:23])[CH3:22]. (7) Given the reactants [H-].[Al+3].[Li+].[H-].[H-].[H-].[CH3:7][N:8]([CH3:22])[CH2:9][CH2:10][C:11]1[C:19]2[C:14](=[CH:15][CH:16]=[C:17]([C:20]#[N:21])[CH:18]=2)[NH:13][CH:12]=1, predict the reaction product. The product is: [NH2:21][CH2:20][C:17]1[CH:18]=[C:19]2[C:14](=[CH:15][CH:16]=1)[NH:13][CH:12]=[C:11]2[CH2:10][CH2:9][N:8]([CH3:7])[CH3:22]. (8) Given the reactants [C:1]1([C:23]2[CH:28]=[CH:27][CH:26]=[CH:25][CH:24]=2)[CH:6]=[CH:5][C:4]([C:7]([N:9]2[C:15]3[CH:16]=[CH:17][CH:18]=[CH:19][C:14]=3[CH2:13][N:12]3[CH:20]=[CH:21][CH:22]=[C:11]3[CH2:10]2)=[O:8])=[CH:3][CH:2]=1.[Cl:29][C:30]([Cl:35])([Cl:34])[C:31](Cl)=[O:32].O, predict the reaction product. The product is: [C:1]1([C:23]2[CH:28]=[CH:27][CH:26]=[CH:25][CH:24]=2)[CH:2]=[CH:3][C:4]([C:7]([N:9]2[C:15]3[CH:16]=[CH:17][CH:18]=[CH:19][C:14]=3[CH2:13][N:12]3[C:20]([C:31](=[O:32])[C:30]([Cl:35])([Cl:34])[Cl:29])=[CH:21][CH:22]=[C:11]3[CH2:10]2)=[O:8])=[CH:5][CH:6]=1.